This data is from Full USPTO retrosynthesis dataset with 1.9M reactions from patents (1976-2016). The task is: Predict the reactants needed to synthesize the given product. (1) Given the product [ClH:21].[CH3:30][O:29][C:25]1[CH:24]=[C:23]([CH:28]=[CH:27][CH:26]=1)[CH2:22][O:14][C:13]1[C:8]([NH:7][C:4]2[S:5][CH:6]=[C:2]([CH3:1])[N:3]=2)=[N:9][CH:10]=[CH:11][CH:12]=1, predict the reactants needed to synthesize it. The reactants are: [CH3:1][C:2]1[N:3]=[C:4]([NH:7][C:8]2[C:13]([OH:14])=[CH:12][CH:11]=[CH:10][N:9]=2)[S:5][CH:6]=1.C([O-])([O-])=O.[K+].[K+].[Cl:21][CH2:22][C:23]1[CH:28]=[CH:27][CH:26]=[C:25]([O:29][CH3:30])[CH:24]=1. (2) Given the product [CH2:1]([C:8]1[CH:9]=[C:10]2[C:15](=[CH:16][C:17]=1[Cl:18])[N:14]=[C:13]([N:19]1[CH:23]=[C:22]([C:24]([OH:26])=[O:25])[CH:21]=[N:20]1)[N:12]=[C:11]2[N:32]([CH2:33][CH3:34])[CH2:30][CH3:31])[C:2]1[CH:3]=[CH:4][CH:5]=[CH:6][CH:7]=1, predict the reactants needed to synthesize it. The reactants are: [CH2:1]([C:8]1[CH:9]=[C:10]2[C:15](=[CH:16][C:17]=1[Cl:18])[N:14]=[C:13]([N:19]1[CH:23]=[C:22]([C:24]([O:26]CC)=[O:25])[CH:21]=[N:20]1)[NH:12][C:11]2=O)[C:2]1[CH:7]=[CH:6][CH:5]=[CH:4][CH:3]=1.[CH2:30]([NH:32][CH2:33][CH3:34])[CH3:31].